This data is from Full USPTO retrosynthesis dataset with 1.9M reactions from patents (1976-2016). The task is: Predict the reactants needed to synthesize the given product. (1) Given the product [NH:25]1[C:29]2[CH:30]=[CH:31][CH:32]=[CH:33][C:28]=2[N:27]=[C:26]1[C@H:34]([NH:43][C:11]([NH:3][C@H:4]1[CH2:9][CH2:8][C@H:7]([OH:10])[CH2:6][CH2:5]1)=[O:12])[CH2:35][C:36]1[CH:41]=[CH:40][C:39]([Br:42])=[CH:38][CH:37]=1, predict the reactants needed to synthesize it. The reactants are: N#N.[NH2:3][C@H:4]1[CH2:9][CH2:8][C@H:7]([OH:10])[CH2:6][CH2:5]1.[C:11](N1C=CN=C1)(N1C=CN=C1)=[O:12].Cl.Cl.[NH:25]1[C:29]2[CH:30]=[CH:31][CH:32]=[CH:33][C:28]=2[N:27]=[C:26]1[C@H:34]([NH2:43])[CH2:35][C:36]1[CH:41]=[CH:40][C:39]([Br:42])=[CH:38][CH:37]=1. (2) The reactants are: [Cl:1][C:2]1[C:10]([CH3:11])=[N:9][C:8]2[N:4]([N:5]=[C:6]3[CH2:14][N:13]([C:15]([C:17]4[CH:22]=[CH:21][C:20]([F:23])=[CH:19][C:18]=4[O:24][CH:25]4[CH2:30][CH2:29][NH:28][CH2:27][CH2:26]4)=[O:16])[CH2:12][C:7]3=2)[C:3]=1[CH3:31].[CH3:32][C:33]([CH3:35])=O.C(O[BH-](OC(=O)C)OC(=O)C)(=O)C.[Na+]. Given the product [Cl:1][C:2]1[C:10]([CH3:11])=[N:9][C:8]2[N:4]([N:5]=[C:6]3[CH2:14][N:13]([C:15]([C:17]4[CH:22]=[CH:21][C:20]([F:23])=[CH:19][C:18]=4[O:24][CH:25]4[CH2:30][CH2:29][N:28]([CH:33]([CH3:35])[CH3:32])[CH2:27][CH2:26]4)=[O:16])[CH2:12][C:7]3=2)[C:3]=1[CH3:31], predict the reactants needed to synthesize it. (3) Given the product [C:1]([O:4][C@@:5]1([CH2:39][CH3:40])[C:36]2[CH:35]=[C:34]3[N:11]([CH2:12][C:13]4[C:14]3=[N:15][C:16]3[C:17]5[C:18]=4[N:19]([CH2:29][CH2:30][CH:31]([CH3:33])[CH3:32])[C:20]([NH:45][CH2:41][CH2:42][CH2:43][CH3:44])=[N:21][C:22]=5[CH:23]=[CH:24][CH:25]=3)[C:10](=[O:37])[C:9]=2[CH2:8][O:7][C:6]1=[O:38])(=[O:3])[CH3:2], predict the reactants needed to synthesize it. The reactants are: [C:1]([O:4][C@@:5]1([CH2:39][CH3:40])[C:36]2[CH:35]=[C:34]3[N:11]([CH2:12][C:13]4[C:14]3=[N:15][C:16]3[C:17]5[C:18]=4[N:19]([CH2:29][CH2:30][CH:31]([CH3:33])[CH3:32])[C:20](S(C)=O)=[N:21][C:22]=5[CH:23]=[CH:24][CH:25]=3)[C:10](=[O:37])[C:9]=2[CH2:8][O:7][C:6]1=[O:38])(=[O:3])[CH3:2].[CH2:41]([NH2:45])[CH2:42][CH2:43][CH3:44]. (4) Given the product [CH2:23]([N:5]1[CH2:6][CH:7]([C:9]2[N:14]=[C:13]([N:15]3[CH2:16][CH2:17][CH:18]([CH3:21])[CH2:19][CH2:20]3)[C:12]([NH:22][C:42]([C:31]3[NH:32][CH:33]=[C:29]([Cl:28])[N:30]=3)=[O:43])=[CH:11][CH:10]=2)[CH2:8][N:3]([CH2:1][CH3:2])[S:4]1(=[O:26])=[O:25])[CH3:24], predict the reactants needed to synthesize it. The reactants are: [CH2:1]([N:3]1[CH2:8][CH:7]([C:9]2[N:14]=[C:13]([N:15]3[CH2:20][CH2:19][CH:18]([CH3:21])[CH2:17][CH2:16]3)[C:12]([NH2:22])=[CH:11][CH:10]=2)[CH2:6][N:5]([CH2:23][CH3:24])[S:4]1(=[O:26])=[O:25])[CH3:2].[K+].[Cl:28][C:29]1[N:30]=[C:31]([C:42]([O-])=[O:43])[N:32](COCC[Si](C)(C)C)[CH:33]=1. (5) Given the product [F:15][C:10]1[CH:9]=[CH:8][C:7]([C:21]2[S:22][CH:23]=[CH:24][CH:25]=2)=[CH:14][C:11]=1[C:12]#[N:13], predict the reactants needed to synthesize it. The reactants are: CN(C)C=O.Br[C:7]1[CH:8]=[CH:9][C:10]([F:15])=[C:11]([CH:14]=1)[C:12]#[N:13].C([Sn](CCCC)(CCCC)[C:21]1[S:22][CH:23]=[CH:24][CH:25]=1)CCC. (6) Given the product [Br:19][C:20]1[CH:21]=[C:22]([C:26]2([C:7]3[CH:12]=[CH:11][N:10]=[C:9]([O:13][CH2:14][C:15]([F:18])([F:17])[F:16])[CH:8]=3)[C:34]3[C:35](=[N:36][CH:37]=[CH:38][CH:39]=3)[C:40]([NH2:41])=[N:27]2)[CH:23]=[CH:24][CH:25]=1, predict the reactants needed to synthesize it. The reactants are: C([Li])(C)(C)C.Br[C:7]1[CH:12]=[CH:11][N:10]=[C:9]([O:13][CH2:14][C:15]([F:18])([F:17])[F:16])[CH:8]=1.[Br:19][C:20]1[CH:21]=[C:22]([C:26]([C:34]2[C:35]([C:40]#[N:41])=[N:36][CH:37]=[CH:38][CH:39]=2)=[N:27]S(C(C)(C)C)=O)[CH:23]=[CH:24][CH:25]=1.CO. (7) Given the product [Cl:57][C:38]1[CH:33]=[CH:34][C:35]([CH2:49][N:50]2[CH2:55][CH2:54][N:53]([C:2]([O:20][CH:15]([C:16]([F:19])([F:18])[F:17])[C:14]([F:22])([F:21])[F:13])=[O:4])[CH2:52][CH2:51]2)=[C:36]([N:39]2[CH2:43][CH2:42][C@@H:41]([NH:44][S:45]([CH3:48])(=[O:47])=[O:46])[CH2:40]2)[CH:37]=1, predict the reactants needed to synthesize it. The reactants are: Cl[C:2](Cl)([O:4]C(=O)OC(Cl)(Cl)Cl)Cl.[F:13][C:14]([F:22])([F:21])[CH:15]([OH:20])[C:16]([F:19])([F:18])[F:17].CCN(C(C)C)C(C)C.Cl[C:33]1[CH:38]=[CH:37][C:36]([N:39]2[CH2:43][CH2:42][C@@H:41]([NH:44][S:45]([CH3:48])(=[O:47])=[O:46])[CH2:40]2)=[C:35]([CH2:49][N:50]2[CH2:55][CH2:54][NH:53][CH2:52][CH2:51]2)[CH:34]=1.C(Cl)[Cl:57]. (8) Given the product [Cl:1][C:2]1[C:3]([CH3:23])=[CH:4][C:5]([CH2:21][Cl:41])=[C:6]([CH:8]2[CH2:13][CH2:12][N:11]([C:14]([O:16][C:17]([CH3:20])([CH3:19])[CH3:18])=[O:15])[CH2:10][CH2:9]2)[CH:7]=1, predict the reactants needed to synthesize it. The reactants are: [Cl:1][C:2]1[C:3]([CH3:23])=[CH:4][C:5]([CH2:21]O)=[C:6]([CH:8]2[CH2:13][CH2:12][N:11]([C:14]([O:16][C:17]([CH3:20])([CH3:19])[CH3:18])=[O:15])[CH2:10][CH2:9]2)[CH:7]=1.C(N(CC)CC)C.S([Cl:41])(C1C=CC(C)=CC=1)(=O)=O.